The task is: Predict the reactants needed to synthesize the given product.. This data is from Full USPTO retrosynthesis dataset with 1.9M reactions from patents (1976-2016). Given the product [C:3]([C:5]1[NH:16][C:8]2=[N:9][CH:10]=[C:11]([N+:13]([O-:15])=[O:14])[CH:12]=[C:7]2[CH:6]=1)#[CH:4], predict the reactants needed to synthesize it. The reactants are: [OH-].[Na+].[C:3]([C:5]1[N:16](S(C2C=CC=CC=2)(=O)=O)[C:8]2=[N:9][CH:10]=[C:11]([N+:13]([O-:15])=[O:14])[CH:12]=[C:7]2[CH:6]=1)#[CH:4].O.C(OCC)(=O)C.